Task: Predict the product of the given reaction.. Dataset: Forward reaction prediction with 1.9M reactions from USPTO patents (1976-2016) (1) The product is: [CH2:1]([O:8][C:9]1[CH:10]=[C:11]2[C:16](=[CH:17][CH:18]=1)[C:15](=[O:19])[N:14]([CH2:20][CH:21]([CH3:23])[CH3:22])[C:13]([CH2:24][Cl:35])=[C:12]2[C:26]1[CH:31]=[CH:30][CH:29]=[C:28]([F:32])[CH:27]=1)[C:2]1[CH:7]=[CH:6][CH:5]=[CH:4][CH:3]=1. Given the reactants [CH2:1]([O:8][C:9]1[CH:10]=[C:11]2[C:16](=[CH:17][CH:18]=1)[C:15](=[O:19])[N:14]([CH2:20][CH:21]([CH3:23])[CH3:22])[C:13]([CH2:24]O)=[C:12]2[C:26]1[CH:31]=[CH:30][CH:29]=[C:28]([F:32])[CH:27]=1)[C:2]1[CH:7]=[CH:6][CH:5]=[CH:4][CH:3]=1.S(Cl)([Cl:35])=O.C(=O)([O-])O.[Na+], predict the reaction product. (2) Given the reactants Cl[C:2]1[C:8]2[CH:9]=[CH:10][CH:11]=[CH:12][C:7]=2[O:6][C:5]2[CH:13]=[CH:14][CH:15]=[CH:16][C:4]=2[N:3]=1.[CH2:17]1[CH2:21]OC[CH2:18]1.[Cl-].[Mg+2].[Cl-].[CH3:25]N1CCCC1=O, predict the reaction product. The product is: [C:17]([C:2]1[C:8]2[CH:9]=[CH:10][CH:11]=[CH:12][C:7]=2[O:6][C:5]2[CH:13]=[CH:14][CH:15]=[CH:16][C:4]=2[N:3]=1)([CH3:18])([CH3:21])[CH3:25].